This data is from NCI-60 drug combinations with 297,098 pairs across 59 cell lines. The task is: Regression. Given two drug SMILES strings and cell line genomic features, predict the synergy score measuring deviation from expected non-interaction effect. (1) Drug 1: C1=NC2=C(N1)C(=S)N=C(N2)N. Drug 2: C1=CC(=CC=C1C#N)C(C2=CC=C(C=C2)C#N)N3C=NC=N3. Cell line: PC-3. Synergy scores: CSS=13.3, Synergy_ZIP=-6.00, Synergy_Bliss=-1.24, Synergy_Loewe=-14.4, Synergy_HSA=-1.94. (2) Drug 1: COC1=NC(=NC2=C1N=CN2C3C(C(C(O3)CO)O)O)N. Drug 2: CS(=O)(=O)OCCCCOS(=O)(=O)C. Cell line: A549. Synergy scores: CSS=8.42, Synergy_ZIP=-3.63, Synergy_Bliss=2.90, Synergy_Loewe=-5.88, Synergy_HSA=0.372. (3) Drug 1: C1=NC2=C(N1)C(=S)N=CN2. Drug 2: C1CCC(C(C1)N)N.C(=O)(C(=O)[O-])[O-].[Pt+4]. Cell line: HT29. Synergy scores: CSS=39.3, Synergy_ZIP=-14.8, Synergy_Bliss=-8.09, Synergy_Loewe=-15.2, Synergy_HSA=-2.65.